Predict the reactants needed to synthesize the given product. From a dataset of Full USPTO retrosynthesis dataset with 1.9M reactions from patents (1976-2016). Given the product [F:24][C:18]1[CH:19]=[C:20]([F:23])[CH:21]=[CH:22][C:17]=1[O:16][C:3]1[CH:4]=[C:5]2[C:9](=[CH:10][C:2]=1[C:54]([OH:56])=[O:55])[N:8]([CH2:11][C:12]([F:15])([CH3:14])[CH3:13])[N:7]=[CH:6]2, predict the reactants needed to synthesize it. The reactants are: Br[C:2]1[CH:10]=[C:9]2[C:5]([CH:6]=[N:7][N:8]2[CH2:11][C:12]([F:15])([CH3:14])[CH3:13])=[CH:4][C:3]=1[O:16][C:17]1[CH:22]=[CH:21][C:20]([F:23])=[CH:19][C:18]=1[F:24].C1(P(C2C=CC=CC=2)CCCP(C2C=CC=CC=2)C2C=CC=CC=2)C=CC=CC=1.[C:54](=O)([O-:56])[O-:55].[K+].[K+].Cl.